Binary Classification. Given a T-cell receptor sequence (or CDR3 region) and an epitope sequence, predict whether binding occurs between them. From a dataset of TCR-epitope binding with 47,182 pairs between 192 epitopes and 23,139 TCRs. (1) The epitope is YEGNSPFHPL. The TCR CDR3 sequence is CASSPWGSPSYEQYF. Result: 0 (the TCR does not bind to the epitope). (2) The epitope is LLQTGIHVRVSQPSL. The TCR CDR3 sequence is CSLLSGVEQFF. Result: 0 (the TCR does not bind to the epitope). (3) Result: 1 (the TCR binds to the epitope). The TCR CDR3 sequence is CASSPTPGHSNYGYTF. The epitope is FVDGVPFVV. (4) The epitope is KLNVGDYFV. The TCR CDR3 sequence is CASRTSGSFYEQYF. Result: 0 (the TCR does not bind to the epitope). (5) The epitope is IPSINVHHY. The TCR CDR3 sequence is CASSFARGGLTDTQYF. Result: 0 (the TCR does not bind to the epitope). (6) The epitope is HTTDPSFLGRY. The TCR CDR3 sequence is CASSLQQGYTEAFF. Result: 1 (the TCR binds to the epitope). (7) The epitope is TPINLVRDL. The TCR CDR3 sequence is CASSSQGPQETQYF. Result: 1 (the TCR binds to the epitope). (8) The epitope is TTLPVNVAF. The TCR CDR3 sequence is CSALGGDGETQYF. Result: 0 (the TCR does not bind to the epitope). (9) Result: 1 (the TCR binds to the epitope). The TCR CDR3 sequence is CASSVRRNNEKLFF. The epitope is PROT_97E67BCC. (10) Result: 0 (the TCR does not bind to the epitope). The TCR CDR3 sequence is CASSLGPGQFYEQYF. The epitope is YFPLQSYGF.